This data is from M1 muscarinic receptor antagonist screen with 61,756 compounds. The task is: Binary Classification. Given a drug SMILES string, predict its activity (active/inactive) in a high-throughput screening assay against a specified biological target. (1) The compound is S(=O)(=O)(NCCc1c(OC)cccc1)c1c(n(c(=O)n(c1=O)C)C)C. The result is 0 (inactive). (2) The drug is O=C1N(C2CCCCC2)C(=O)C(/C(=O)N1C1CCCCC1)=C(/N)N. The result is 0 (inactive). (3) The drug is S(CC(=O)N(CCC)CCC)c1n(N)c(nn1)c1ccccc1. The result is 0 (inactive). (4) The molecule is Clc1ccc(Cn2c(nc3n(c(=O)n(c(=O)c23)C)C)CN2CCN(CC2)C(=O)c2occc2)cc1. The result is 0 (inactive). (5) The drug is o1c2c(cc(c(O)c2C)C(=O)CC)c(cc1=O)C. The result is 0 (inactive). (6) The molecule is O1C2=C(C(C(=C1N)C#N)c1ccoc1)CCC\C2=C\c1ccoc1. The result is 0 (inactive). (7) The molecule is O1CCN(CC1)CCC\N=C\c1cc2OCOc2cc1. The result is 0 (inactive). (8) The drug is S(c1n(N)c(nn1)c1occc1)CC(OC(C)C)=O. The result is 0 (inactive).